Dataset: Full USPTO retrosynthesis dataset with 1.9M reactions from patents (1976-2016). Task: Predict the reactants needed to synthesize the given product. Given the product [CH2:19]([O:21][C:22](=[O:27])[CH2:23][C:24]([NH:9][C:5]1[C:6]([F:8])=[CH:7][C:2]([Cl:1])=[CH:3][C:4]=1[C:10]#[C:11][C:12]1[CH:17]=[CH:16][CH:15]=[CH:14][C:13]=1[Cl:18])=[O:25])[CH3:20], predict the reactants needed to synthesize it. The reactants are: [Cl:1][C:2]1[CH:7]=[C:6]([F:8])[C:5]([NH2:9])=[C:4]([C:10]#[C:11][C:12]2[CH:17]=[CH:16][CH:15]=[CH:14][C:13]=2[Cl:18])[CH:3]=1.[CH2:19]([O:21][C:22](=[O:27])[CH2:23][C:24](Cl)=[O:25])[CH3:20].